From a dataset of Full USPTO retrosynthesis dataset with 1.9M reactions from patents (1976-2016). Predict the reactants needed to synthesize the given product. (1) Given the product [Cl:3][C:4]1[N:5]=[C:6]([C:11]([NH:13][C@H:14]2[CH2:19][CH2:18][N:17]([C:20]3[S:21][C:22]([C:31]([OH:33])=[O:32])=[C:23]([C:25](=[O:30])[NH:26][CH2:27][CH2:28][F:29])[N:24]=3)[CH2:16][C@H:15]2[O:36][CH2:37][CH3:38])=[O:12])[NH:7][C:8]=1[CH2:9][CH3:10], predict the reactants needed to synthesize it. The reactants are: [OH-].[Li+].[Cl:3][C:4]1[N:5]=[C:6]([C:11]([NH:13][C@H:14]2[CH2:19][CH2:18][N:17]([C:20]3[S:21][C:22]([C:31]([O:33]CC)=[O:32])=[C:23]([C:25](=[O:30])[NH:26][CH2:27][CH2:28][F:29])[N:24]=3)[CH2:16][C@H:15]2[O:36][CH2:37][CH3:38])=[O:12])[NH:7][C:8]=1[CH2:9][CH3:10]. (2) Given the product [C:26]([C:25]1[CH:28]=[CH:29][C:22]([O:21][CH2:20][CH:18]([OH:17])[CH2:19][N:3]2[CH2:4][CH:5]3[N:8]([C:9]([O:11][C:12]([CH3:15])([CH3:14])[CH3:13])=[O:10])[CH:1]([CH2:7][CH2:6]3)[CH2:2]2)=[CH:23][CH:24]=1)#[N:27], predict the reactants needed to synthesize it. The reactants are: [CH:1]12[N:8]([C:9]([O:11][C:12]([CH3:15])([CH3:14])[CH3:13])=[O:10])[CH:5]([CH2:6][CH2:7]1)[CH2:4][NH:3][CH2:2]2.O.[O:17]1[CH2:19][CH:18]1[CH2:20][O:21][C:22]1[CH:29]=[CH:28][C:25]([C:26]#[N:27])=[CH:24][CH:23]=1. (3) Given the product [C:2]([C:5]1[CH:6]=[CH:7][C:8]([O:30][CH2:31][CH:32]2[CH2:33][CH2:34]2)=[C:9]([C:11]2[C:12]3[NH:19][C:18]([CH3:20])=[C:17]([C:21]([NH:23][CH:24]4[CH2:29][CH2:28][N:27]([C:39](=[O:38])[CH2:40][OH:41])[CH2:26][CH2:25]4)=[O:22])[C:13]=3[N:14]=[CH:15][N:16]=2)[CH:10]=1)(=[O:4])[CH3:3], predict the reactants needed to synthesize it. The reactants are: Cl.[C:2]([C:5]1[CH:6]=[CH:7][C:8]([O:30][CH2:31][CH:32]2[CH2:34][CH2:33]2)=[C:9]([C:11]2[C:12]3[NH:19][C:18]([CH3:20])=[C:17]([C:21]([NH:23][CH:24]4[CH2:29][CH2:28][NH:27][CH2:26][CH2:25]4)=[O:22])[C:13]=3[N:14]=[CH:15][N:16]=2)[CH:10]=1)(=[O:4])[CH3:3].C([O:38][CH2:39][C:40](Cl)=[O:41])(=O)C. (4) The reactants are: [Cl:1][C:2]1[N:3]=[C:4]([NH2:9])[S:5][C:6]=1[O:7][CH3:8].[Cl:10][CH2:11][C:12](=O)[CH2:13][C:14](OCC)=[O:15]. Given the product [Cl:1][C:2]1[N:3]2[C:14](=[O:15])[CH:13]=[C:12]([CH2:11][Cl:10])[N:9]=[C:4]2[S:5][C:6]=1[O:7][CH3:8], predict the reactants needed to synthesize it. (5) Given the product [CH3:11][N:12]1[CH2:17][CH2:16][CH:15]([C:18]2[C:26]3[C:21](=[CH:22][CH:23]=[C:24]([O:27][S:7]([C:1]4[CH:6]=[CH:5][CH:4]=[CH:3][CH:2]=4)(=[O:9])=[O:8])[CH:25]=3)[NH:20][CH:19]=2)[CH2:14][CH2:13]1, predict the reactants needed to synthesize it. The reactants are: [C:1]1([S:7](Cl)(=[O:9])=[O:8])[CH:6]=[CH:5][CH:4]=[CH:3][CH:2]=1.[CH3:11][N:12]1[CH2:17][CH2:16][CH:15]([C:18]2[C:26]3[C:21](=[CH:22][CH:23]=[C:24]([OH:27])[CH:25]=3)[NH:20][CH:19]=2)[CH2:14][CH2:13]1.[OH-].[Na+].